Task: Predict the reactants needed to synthesize the given product.. Dataset: Full USPTO retrosynthesis dataset with 1.9M reactions from patents (1976-2016) (1) Given the product [NH:1]1[CH:5]=[CH:4][N:3]=[C:2]1[CH2:6][N:7]([CH2:8][C:9]1[CH:10]=[C:11]2[C:15](=[CH:16][CH:17]=1)[CH:14]([O:18][CH3:19])[CH:13]([CH2:20][CH2:21][CH2:22][CH2:23][N:24]([CH2:28][CH2:29][CH3:30])[CH2:25][CH2:26][CH3:27])[CH2:12]2)[CH2:37][C:33]1[N:32]([CH3:31])[CH:36]=[CH:35][N:34]=1, predict the reactants needed to synthesize it. The reactants are: [NH:1]1[CH:5]=[CH:4][N:3]=[C:2]1[CH2:6][NH:7][CH2:8][C:9]1[CH:10]=[C:11]2[C:15](=[CH:16][CH:17]=1)[CH:14]([O:18][CH3:19])[CH:13]([CH2:20][CH2:21][CH2:22][CH2:23][N:24]([CH2:28][CH2:29][CH3:30])[CH2:25][CH2:26][CH3:27])[CH2:12]2.[CH3:31][N:32]1[CH:36]=[CH:35][N:34]=[C:33]1[CH:37]=O.C([BH3-])#N.[Na+].C(O)(=O)C. (2) Given the product [ClH:1].[CH:18]1([N:16]([CH3:17])[C:14]([N:12]2[CH:13]=[C:9]([C:5]3[CH:6]=[CH:7][CH:8]=[C:3]([NH:2][C:25]([NH2:26])=[NH:24])[CH:4]=3)[N:10]=[CH:11]2)=[O:15])[CH2:23][CH2:22][CH2:21][CH2:20][CH2:19]1, predict the reactants needed to synthesize it. The reactants are: [ClH:1].[NH2:2][C:3]1[CH:4]=[C:5]([C:9]2[N:10]=[CH:11][N:12]([C:14]([N:16]([CH:18]3[CH2:23][CH2:22][CH2:21][CH2:20][CH2:19]3)[CH3:17])=[O:15])[CH:13]=2)[CH:6]=[CH:7][CH:8]=1.[N:24]#[C:25][NH2:26].